From a dataset of Forward reaction prediction with 1.9M reactions from USPTO patents (1976-2016). Predict the product of the given reaction. (1) Given the reactants [CH3:1][O:2][C:3](=[O:24])[CH2:4][C:5]1[CH:10]=[C:9]([O:11][C:12]2[CH:17]=[CH:16][C:15]([N+:18]([O-:20])=[O:19])=[CH:14][C:13]=2[CH:21]=[O:22])[CH:8]=[C:7]([Cl:23])[CH:6]=1.[BH4-].[Na+], predict the reaction product. The product is: [CH3:1][O:2][C:3](=[O:24])[CH2:4][C:5]1[CH:10]=[C:9]([O:11][C:12]2[CH:17]=[CH:16][C:15]([N+:18]([O-:20])=[O:19])=[CH:14][C:13]=2[CH2:21][OH:22])[CH:8]=[C:7]([Cl:23])[CH:6]=1. (2) Given the reactants [CH3:1][O:2][C:3]1[CH:8]=[CH:7][CH:6]=[C:5]([O:9][CH3:10])[C:4]=1[CH:11]1[N:15]([CH2:16][C:17]2[CH:22]=[CH:21][C:20]([O:23][C:24]([F:27])([F:26])[F:25])=[CH:19][CH:18]=2)[C:14](=[O:28])[CH:13]([OH:29])[CH2:12]1.[N+:30]([C:33]1[CH:41]=[CH:40][C:36]([C:37](O)=[O:38])=[CH:35][CH:34]=1)([O-:32])=[O:31].C1C=CC(P(C2C=CC=CC=2)C2C=CC=CC=2)=CC=1.CCOC(/N=N/C(OCC)=O)=O, predict the reaction product. The product is: [N+:30]([C:33]1[CH:34]=[CH:35][C:36]([C:37]([O:29][CH:13]2[CH2:12][CH:11]([C:4]3[C:5]([O:9][CH3:10])=[CH:6][CH:7]=[CH:8][C:3]=3[O:2][CH3:1])[N:15]([CH2:16][C:17]3[CH:22]=[CH:21][C:20]([O:23][C:24]([F:25])([F:26])[F:27])=[CH:19][CH:18]=3)[C:14]2=[O:28])=[O:38])=[CH:40][CH:41]=1)([O-:32])=[O:31]. (3) Given the reactants [F:1][C:2]([F:6])([F:5])[CH2:3][OH:4].[H-].[Na+].Cl[C:10]1[CH:15]=[CH:14][N:13]=[C:12]([S:16][CH3:17])[N:11]=1.[Cl-].N, predict the reaction product. The product is: [CH3:17][S:16][C:12]1[N:13]=[C:14]([O:4][CH2:3][C:2]([F:6])([F:5])[F:1])[CH:15]=[CH:10][N:11]=1. (4) Given the reactants [CH3:1][C:2]1[CH:7]=[C:6]([C:8](=[O:18])[NH:9][C@H:10]2[CH2:16][CH2:15][CH2:14][CH2:13][NH:12][C:11]2=[O:17])[CH:5]=[CH:4][C:3]=1[C:19]1[CH:24]=[CH:23][C:22]([CH2:25][C@H:26]([NH:41][C:42]([C@H:44]2[CH2:49][CH2:48][C@H:47]([CH2:50][NH:51]C(=O)OC(C)(C)C)[CH2:46][CH2:45]2)=[O:43])[C:27](=[O:40])[NH:28][C:29]2[CH:34]=[CH:33][C:32]([C:35]3[N:36]=[N:37][NH:38][N:39]=3)=[CH:31][CH:30]=2)=[CH:21][CH:20]=1.[ClH:59], predict the reaction product. The product is: [ClH:59].[NH2:51][CH2:50][C@H:47]1[CH2:46][CH2:45][C@H:44]([C:42]([NH:41][C@H:26]([C:27](=[O:40])[NH:28][C:29]2[CH:30]=[CH:31][C:32]([C:35]3[N:36]=[N:37][NH:38][N:39]=3)=[CH:33][CH:34]=2)[CH2:25][C:22]2[CH:23]=[CH:24][C:19]([C:3]3[CH:4]=[CH:5][C:6]([C:8]([NH:9][C@@H:10]4[CH2:16][CH2:15][CH2:14][CH2:13][NH:12][C:11]4=[O:17])=[O:18])=[CH:7][C:2]=3[CH3:1])=[CH:20][CH:21]=2)=[O:43])[CH2:49][CH2:48]1. (5) The product is: [C:1]([C:3]([CH3:27])([CH:8]([C:19]1[CH:24]=[CH:23][CH:22]=[CH:21][C:20]=1[O:25][CH3:26])[C:9]1[CH:10]=[N:11][C:12]2[C:17]([CH:18]=1)=[CH:16][CH:15]=[CH:14][CH:13]=2)[C:4]([OH:6])=[O:5])#[N:2]. Given the reactants [C:1]([C:3]([CH3:27])([CH:8]([C:19]1[CH:24]=[CH:23][CH:22]=[CH:21][C:20]=1[O:25][CH3:26])[C:9]1[CH:10]=[N:11][C:12]2[C:17]([CH:18]=1)=[CH:16][CH:15]=[CH:14][CH:13]=2)[C:4]([O:6]C)=[O:5])#[N:2].[OH-].[Na+], predict the reaction product.